Dataset: Catalyst prediction with 721,799 reactions and 888 catalyst types from USPTO. Task: Predict which catalyst facilitates the given reaction. (1) Reactant: [C:1]([O:5][C:6]([N:8]1[CH2:12][CH2:11][CH2:10][C@@H:9]1[C:13]([OH:15])=O)=[O:7])([CH3:4])([CH3:3])[CH3:2].Cl.[CH:17]1([NH:20][CH3:21])[CH2:19][CH2:18]1.C1C=CC2N(O)N=NC=2C=1.CCN=C=NCCCN(C)C. Product: [C:1]([O:5][C:6]([N:8]1[CH2:12][CH2:11][CH2:10][C@@H:9]1[C:13](=[O:15])[N:20]([CH:17]1[CH2:19][CH2:18]1)[CH3:21])=[O:7])([CH3:2])([CH3:3])[CH3:4]. The catalyst class is: 3. (2) Reactant: Br[C:2]1[C:10]2[C:5](=[CH:6][C:7]([C:11]3[CH:12]=[C:13]([CH:19]=[C:20]([F:23])[C:21]=3[CH3:22])[C:14]([NH:16][CH2:17][CH3:18])=[O:15])=[CH:8][CH:9]=2)[NH:4][N:3]=1.[CH3:24][O:25][C:26]1[C:31](B(O)O)=[CH:30][CH:29]=[CH:28][N:27]=1.C(=O)([O-])O.[Na+]. Product: [CH2:17]([NH:16][C:14](=[O:15])[C:13]1[CH:12]=[C:11]([C:7]2[CH:6]=[C:5]3[C:10]([C:2]([C:31]4[C:26]([O:25][CH3:24])=[N:27][CH:28]=[CH:29][CH:30]=4)=[N:3][NH:4]3)=[CH:9][CH:8]=2)[C:21]([CH3:22])=[C:20]([F:23])[CH:19]=1)[CH3:18]. The catalyst class is: 32. (3) Reactant: C(N(CC)CC)C.[C:8](Cl)(=[O:15])[C:9]1[CH:14]=[CH:13][CH:12]=[CH:11][CH:10]=1.Cl.[NH2:18][C:19]1[CH:28]=[C:27]([CH2:29][S:30][C:31]2[CH:36]=[CH:35][CH:34]=[CH:33][CH:32]=2)[CH:26]=[CH:25][C:20]=1[C:21]([O:23][CH3:24])=[O:22]. The catalyst class is: 2. Product: [C:8]([NH:18][C:19]1[CH:28]=[C:27]([CH2:29][S:30][C:31]2[CH:36]=[CH:35][CH:34]=[CH:33][CH:32]=2)[CH:26]=[CH:25][C:20]=1[C:21]([O:23][CH3:24])=[O:22])(=[O:15])[C:9]1[CH:14]=[CH:13][CH:12]=[CH:11][CH:10]=1.